From a dataset of Forward reaction prediction with 1.9M reactions from USPTO patents (1976-2016). Predict the product of the given reaction. (1) Given the reactants [C:1]([NH:18][C@@H:19]([C:23](O)=[O:24])[CH:20]([CH3:22])[CH3:21])([O:3][CH2:4][CH:5]1[C:17]2[C:12](=[CH:13][CH:14]=[CH:15][CH:16]=2)[C:11]2[C:6]1=[CH:7][CH:8]=[CH:9][CH:10]=2)=[O:2].ON1C(=O)CCC1=O.C(N=C=NC(C)C)(C)C.[NH:43](C(OCC1C2C(=CC=CC=2)C2C1=CC=CC=2)=O)[C@@H:44]([C:48]([O:50]N1C(=O)CCC1=O)=[O:49])[CH:45](C)C.N[C@@H](C(O)=O)C.C(=O)(O)[O-].[Na+], predict the reaction product. The product is: [CH:16]1[C:17]2[CH:5]([CH2:4][O:3][C:1]([NH:18][C@H:19]([CH:20]([CH3:22])[CH3:21])[C:23]([NH:43][C@H:44]([CH3:45])[C:48]([OH:50])=[O:49])=[O:24])=[O:2])[C:6]3[C:11](=[CH:10][CH:9]=[CH:8][CH:7]=3)[C:12]=2[CH:13]=[CH:14][CH:15]=1. (2) Given the reactants [N+:1]([CH:3](S(C1C=CC(C)=CC=1)(=O)=O)[CH2:4][CH3:5])#[C-:2].[Br:16][C:17]1[CH:18]=[CH:19][C:20]([CH:23]=[O:24])=[N:21][CH:22]=1.C([O-])([O-])=O.[K+].[K+], predict the reaction product. The product is: [Br:16][C:17]1[CH:18]=[CH:19][C:20]([C:23]2[O:24][CH:2]=[N:1][C:3]=2[CH2:4][CH3:5])=[N:21][CH:22]=1. (3) Given the reactants Cl[C:2]1[N:3]=[C:4]([O:29][CH:30]2[CH2:34][CH2:33][CH2:32][CH2:31]2)[C:5]2[C:10]([C:11]3[CH:20]=[CH:19][C:14]4[N:15]=[C:16]([CH3:18])[O:17][C:13]=4[CH:12]=3)=[CH:9][N:8]([CH2:21][O:22][CH2:23][CH2:24][Si:25]([CH3:28])([CH3:27])[CH3:26])[C:6]=2[N:7]=1.[NH2:35][C:36]1[CH:45]=[CH:44][C:39]([C:40]([NH:42][CH3:43])=[O:41])=[CH:38][C:37]=1[Cl:46].C(=O)([O-])[O-].[Cs+].[Cs+].C1(P(C2C=CC=CC=2)C2C=CC3C(=CC=CC=3)C=2C2C3C(=CC=CC=3)C=CC=2P(C2C=CC=CC=2)C2C=CC=CC=2)C=CC=CC=1, predict the reaction product. The product is: [Cl:46][C:37]1[CH:38]=[C:39]([CH:44]=[CH:45][C:36]=1[NH:35][C:2]1[N:3]=[C:4]([O:29][CH:30]2[CH2:34][CH2:33][CH2:32][CH2:31]2)[C:5]2[C:10]([C:11]3[CH:20]=[CH:19][C:14]4[N:15]=[C:16]([CH3:18])[O:17][C:13]=4[CH:12]=3)=[CH:9][N:8]([CH2:21][O:22][CH2:23][CH2:24][Si:25]([CH3:28])([CH3:27])[CH3:26])[C:6]=2[N:7]=1)[C:40]([NH:42][CH3:43])=[O:41]. (4) Given the reactants [CH:1]1([C:5]2[C:10](=[O:11])[N:9]3[N:12]=[CH:13][C:14]([C:15]#[N:16])=[C:8]3[NH:7][C:6]=2[C:17]2[CH:18]=[N:19][NH:20][CH:21]=2)[CH2:4][CH2:3][CH2:2]1.Br[CH:23]1[CH2:28][CH2:27][CH2:26][CH2:25][CH2:24]1.[H-].[Na+].Cl, predict the reaction product. The product is: [CH:1]1([C:5]2[C:10](=[O:11])[N:9]3[N:12]=[CH:13][C:14]([C:15]#[N:16])=[C:8]3[NH:7][C:6]=2[C:17]2[CH:18]=[N:19][N:20]([CH:23]3[CH2:28][CH2:27][CH2:26][CH2:25][CH2:24]3)[CH:21]=2)[CH2:2][CH2:3][CH2:4]1. (5) Given the reactants [NH2:1][C:2]1[CH:3]=[C:4]([C@H:19]2[CH2:21][C@H:20]2[C:22]([OH:24])=[O:23])[CH:5]=[CH:6][C:7]=1[N:8]([CH:13]1[CH2:18][CH2:17][CH2:16][CH2:15][CH2:14]1)[CH2:9][CH:10]([CH3:12])[CH3:11].[N:25]([C:28]1[CH:29]=[N:30][C:31]([C:34]#[N:35])=[N:32][CH:33]=1)=[C:26]=[O:27], predict the reaction product. The product is: [C:34]([C:31]1[N:32]=[CH:33][C:28]([NH:25][C:26](=[O:27])[NH:1][C:2]2[CH:3]=[C:4]([C@H:19]3[CH2:21][C@H:20]3[C:22]([OH:24])=[O:23])[CH:5]=[CH:6][C:7]=2[N:8]([CH:13]2[CH2:18][CH2:17][CH2:16][CH2:15][CH2:14]2)[CH2:9][CH:10]([CH3:12])[CH3:11])=[CH:29][N:30]=1)#[N:35]. (6) Given the reactants Br[C:2]1[CH:3]=[N:4][CH:5]=[N:6][CH:7]=1.[CH3:8][O:9][C:10]1[CH:15]=[CH:14][CH:13]=[CH:12][C:11]=1B(O)O.C(=O)([O-])[O-].[Na+].[Na+], predict the reaction product. The product is: [N:4]1[CH:3]=[C:2]([C:11]2[CH:12]=[CH:13][CH:14]=[CH:15][C:10]=2[O:9][CH3:8])[CH:7]=[N:6][CH:5]=1.